This data is from NCI-60 drug combinations with 297,098 pairs across 59 cell lines. The task is: Regression. Given two drug SMILES strings and cell line genomic features, predict the synergy score measuring deviation from expected non-interaction effect. (1) Drug 1: CC1=CC2C(CCC3(C2CCC3(C(=O)C)OC(=O)C)C)C4(C1=CC(=O)CC4)C. Drug 2: CCCS(=O)(=O)NC1=C(C(=C(C=C1)F)C(=O)C2=CNC3=C2C=C(C=N3)C4=CC=C(C=C4)Cl)F. Cell line: RPMI-8226. Synergy scores: CSS=9.79, Synergy_ZIP=2.85, Synergy_Bliss=11.5, Synergy_Loewe=6.93, Synergy_HSA=7.12. (2) Drug 1: C1=CC(=C2C(=C1NCCNCCO)C(=O)C3=C(C=CC(=C3C2=O)O)O)NCCNCCO. Drug 2: C1=CC(=CC=C1CC(C(=O)O)N)N(CCCl)CCCl.Cl. Cell line: COLO 205. Synergy scores: CSS=73.9, Synergy_ZIP=14.2, Synergy_Bliss=14.1, Synergy_Loewe=11.2, Synergy_HSA=15.7. (3) Drug 1: CC1=C(C=C(C=C1)C(=O)NC2=CC(=CC(=C2)C(F)(F)F)N3C=C(N=C3)C)NC4=NC=CC(=N4)C5=CN=CC=C5. Drug 2: N.N.Cl[Pt+2]Cl. Cell line: NCI-H522. Synergy scores: CSS=70.0, Synergy_ZIP=-2.23, Synergy_Bliss=-2.38, Synergy_Loewe=-2.41, Synergy_HSA=-0.401. (4) Drug 1: C1CCC(C1)C(CC#N)N2C=C(C=N2)C3=C4C=CNC4=NC=N3. Drug 2: C1=CC=C(C(=C1)C(C2=CC=C(C=C2)Cl)C(Cl)Cl)Cl. Cell line: U251. Synergy scores: CSS=1.18, Synergy_ZIP=0.323, Synergy_Bliss=1.19, Synergy_Loewe=1.77, Synergy_HSA=1.64. (5) Drug 1: CC(C1=C(C=CC(=C1Cl)F)Cl)OC2=C(N=CC(=C2)C3=CN(N=C3)C4CCNCC4)N. Drug 2: CCC1=CC2CC(C3=C(CN(C2)C1)C4=CC=CC=C4N3)(C5=C(C=C6C(=C5)C78CCN9C7C(C=CC9)(C(C(C8N6C)(C(=O)OC)O)OC(=O)C)CC)OC)C(=O)OC.C(C(C(=O)O)O)(C(=O)O)O. Cell line: HT29. Synergy scores: CSS=76.1, Synergy_ZIP=18.7, Synergy_Bliss=18.3, Synergy_Loewe=15.9, Synergy_HSA=18.0.